From a dataset of Catalyst prediction with 721,799 reactions and 888 catalyst types from USPTO. Predict which catalyst facilitates the given reaction. (1) Reactant: [CH3:1][O:2][C:3]([C:5]1[CH:10]([C:11]2[CH:16]=[CH:15][C:14]([C:17]#[N:18])=[CH:13][CH:12]=2)[N:9]2[C:19](=[O:34])[N:20]([CH2:22][CH2:23][CH2:24][N:25]([C:27](OC(C)(C)C)=[O:28])[CH3:26])[N:21]=[C:8]2[N:7]([C:35]2[CH:40]=CC=[C:37]([C:41](F)(F)F)[CH:36]=2)[C:6]=1[CH3:45])=[O:4].[C:46](O)([C:48]([F:51])([F:50])[F:49])=O.[CH2:53](N(CC)CC)C.C(OC(=O)C)(=O)C. Product: [CH3:1][O:2][C:3]([C:5]1[CH:10]([C:11]2[CH:16]=[CH:15][C:14]([C:17]#[N:18])=[CH:13][CH:12]=2)[N:9]2[C:19](=[O:34])[N:20]([CH2:22][CH2:23][CH2:24][N:25]([C:27](=[O:28])[CH3:53])[CH3:26])[N:21]=[C:8]2[N:7]([C:35]2[CH:36]=[CH:37][CH:41]=[C:46]([C:48]([F:51])([F:50])[F:49])[CH:40]=2)[C:6]=1[CH3:45])=[O:4]. The catalyst class is: 2. (2) The catalyst class is: 21. Product: [CH3:21][C:20]([O:13][C:8]1[CH:9]=[CH:10][CH:11]=[CH:12][C:7]=1[C:6]([OH:5])=[O:14])=[O:22]. Reactant: C(C[O:5][C:6](=[O:14])[C:7]1[CH:12]=[CH:11][CH:10]=[CH:9][C:8]=1[OH:13])(O)=O.C(N([CH2:20][CH3:21])CC)C.[OH2:22]. (3) Reactant: [C:1]([O:5][C:6]([N:8]1[CH2:13][CH2:12][NH:11][CH2:10][CH2:9]1)=[O:7])([CH3:4])([CH3:3])[CH3:2].F[C:15]1[CH:22]=[CH:21][C:18]([CH:19]=[O:20])=[CH:17][CH:16]=1.C([O-])([O-])=O.[K+].[K+]. Product: [CH:19]([C:18]1[CH:21]=[CH:22][C:15]([N:11]2[CH2:12][CH2:13][N:8]([C:6]([O:5][C:1]([CH3:4])([CH3:2])[CH3:3])=[O:7])[CH2:9][CH2:10]2)=[CH:16][CH:17]=1)=[O:20]. The catalyst class is: 17. (4) Reactant: [CH2:1]1[C:9]2[C:4](=[CH:5][CH:6]=[CH:7][CH:8]=2)[CH2:3][CH:2]1[C:10]([OH:12])=O.CC[N:15](C(C)C)C(C)C.CN(C(ON1N=NC2C=CC=NC1=2)=[N+](C)C)C.F[P-](F)(F)(F)(F)F.C[Si](N[Si](C)(C)C)(C)C. Product: [CH2:1]1[C:9]2[C:4](=[CH:5][CH:6]=[CH:7][CH:8]=2)[CH2:3][CH:2]1[C:10]([NH2:15])=[O:12]. The catalyst class is: 31. (5) Reactant: Cl[C:2]1[C:11]([CH3:12])=[C:10]([Cl:13])[C:9]2[C:4](=[C:5]([Cl:14])[CH:6]=[CH:7][CH:8]=2)[N:3]=1.C([Sn](CCCC)(CCCC)[C:20]1[CH:25]=[CH:24][CH:23]=[CH:22][N:21]=1)CCC. Product: [Cl:13][C:10]1[C:9]2[C:4](=[C:5]([Cl:14])[CH:6]=[CH:7][CH:8]=2)[N:3]=[C:2]([C:20]2[CH:25]=[CH:24][CH:23]=[CH:22][N:21]=2)[C:11]=1[CH3:12]. The catalyst class is: 11.